This data is from Forward reaction prediction with 1.9M reactions from USPTO patents (1976-2016). The task is: Predict the product of the given reaction. (1) Given the reactants [CH2:1]([N:8]1[CH:13]=[CH:12][C:11]([O:14]C)=[CH:10][C:9]1=[O:16])[C:2]1[CH:7]=[CH:6][CH:5]=[CH:4][CH:3]=1.Br, predict the reaction product. The product is: [CH2:1]([N:8]1[CH:13]=[CH:12][C:11]([OH:14])=[CH:10][C:9]1=[O:16])[C:2]1[CH:3]=[CH:4][CH:5]=[CH:6][CH:7]=1. (2) The product is: [OH:2][C:3]1[CH:8]=[CH:7][C:6]([S:9]([NH:12][CH3:13])(=[O:11])=[O:10])=[CH:5][CH:4]=1. Given the reactants C[O:2][C:3]1[CH:8]=[CH:7][C:6]([S:9]([NH:12][CH3:13])(=[O:11])=[O:10])=[CH:5][CH:4]=1.B(Br)(Br)Br, predict the reaction product. (3) Given the reactants Cl[C:2]1[CH:11]=[CH:10][C:9]([N+:12]([O-:14])=[O:13])=[C:8]2[C:3]=1[CH:4]=[CH:5][CH:6]=[N:7]2.[NH:15]1[CH2:20][CH2:19][O:18][CH2:17][CH2:16]1, predict the reaction product. The product is: [N:15]1([C:2]2[CH:11]=[CH:10][C:9]([N+:12]([O-:14])=[O:13])=[C:8]3[C:3]=2[CH:4]=[CH:5][CH:6]=[N:7]3)[CH2:20][CH2:19][O:18][CH2:17][CH2:16]1. (4) Given the reactants [CH2:1]1OCCOCCOCCOCCOCC[O:3][CH2:2]1.COC(CP(=O)(OCC(F)(F)F)OCC(F)(F)F)=O.C[Si]([N-][Si](C)(C)C)(C)C.[K+].[Cl:48][C:49]1[CH:54]=[CH:53][CH:52]=[CH:51][C:50]=1[NH:55][C:56]1[C:61]([CH:62]=O)=[C:60]([O:64][C:65]2[CH:70]=[CH:69][CH:68]=[CH:67][CH:66]=2)[N:59]=[C:58]([S:71][CH3:72])[N:57]=1.[NH4+].[Cl-], predict the reaction product. The product is: [Cl:48][C:49]1[CH:54]=[CH:53][CH:52]=[CH:51][C:50]=1[N:55]1[C:56]2[N:57]=[C:58]([S:71][CH3:72])[N:59]=[C:60]([O:64][C:65]3[CH:66]=[CH:67][CH:68]=[CH:69][CH:70]=3)[C:61]=2[CH:62]=[CH:1][C:2]1=[O:3]. (5) Given the reactants [CH3:1][O:2][C:3](=[O:16])[C:4]1[CH:9]=[CH:8][C:7]([CH:10](O)[CH3:11])=[CH:6][C:5]=1[N+:13]([O-:15])=[O:14].CCN(S(F)(F)[F:23])CC.C([O-])(O)=O.[Na+], predict the reaction product. The product is: [CH3:1][O:2][C:3](=[O:16])[C:4]1[CH:9]=[CH:8][C:7]([CH:10]([F:23])[CH3:11])=[CH:6][C:5]=1[N+:13]([O-:15])=[O:14]. (6) Given the reactants C[O:2][C:3]1[CH:8]=[CH:7][N:6]=[CH:5][CH:4]=1.[CH:9]([Mg]Br)([CH3:11])[CH3:10].Cl[C:15]([O:17][C:18]1[CH:23]=CC=C[CH:19]=1)=[O:16].[C:24](O[K])(C)(C)C, predict the reaction product. The product is: [C:18]([O:17][C:15]([N:6]1[CH:7]=[CH:8][C:3](=[O:2])[CH2:4][CH:5]1[CH:9]([CH3:11])[CH3:10])=[O:16])([CH3:19])([CH3:23])[CH3:24]. (7) Given the reactants [NH:1]1[CH2:5][CH2:4][CH2:3][CH2:2]1.[NH2:6][C:7]([NH:9][C:10]1[NH:11][C:12]([C:18]2[CH:23]=[CH:22][CH:21]=[CH:20][C:19]=2[O:24][CH2:25][CH2:26][CH2:27]Cl)=[CH:13][C:14]=1[C:15]([NH2:17])=[O:16])=[O:8], predict the reaction product. The product is: [NH2:6][C:7]([NH:9][C:10]1[NH:11][C:12]([C:18]2[CH:23]=[CH:22][CH:21]=[CH:20][C:19]=2[O:24][CH2:25][CH2:26][CH2:27][N:1]2[CH2:5][CH2:4][CH2:3][CH2:2]2)=[CH:13][C:14]=1[C:15]([NH2:17])=[O:16])=[O:8]. (8) Given the reactants C([O:5][C:6]([CH:8]1[NH:12][CH:11]([CH2:13][C:14]([CH3:17])([CH3:16])[CH3:15])[C:10]2([C:25]3[C:20](=[CH:21][C:22]([Cl:26])=[CH:23][CH:24]=3)[NH:19][C:18]2=[O:27])[CH:9]1[C:28]1[CH:33]=[CH:32][CH:31]=[C:30]([Cl:34])[C:29]=1[F:35])=[O:7])(C)(C)C.[F:36][C:37]([F:42])([F:41])[C:38]([OH:40])=[O:39], predict the reaction product. The product is: [F:36][C:37]([F:42])([F:41])[C:38]([OH:40])=[O:39].[Cl:26][C:22]1[CH:21]=[C:20]2[NH:19][C:18](=[O:27])[C:10]3([CH:9]([C:28]4[CH:33]=[CH:32][CH:31]=[C:30]([Cl:34])[C:29]=4[F:35])[CH:8]([C:6]([OH:7])=[O:5])[NH:12][CH:11]3[CH2:13][C:14]([CH3:16])([CH3:15])[CH3:17])[C:25]2=[CH:24][CH:23]=1. (9) Given the reactants [NH2:1][C@@H:2]1[CH2:13][CH:12]=[CH:11][CH2:10][C@@H:9]([CH3:14])[C:8](=[O:15])[O:7][CH2:6][C@@H:5]([C:16]2[CH:21]=[CH:20][CH:19]=[CH:18][CH:17]=2)[NH:4][C:3]1=[O:22].CCN(CC)CC.[C:30](OC(=O)C)(=[O:32])[CH3:31], predict the reaction product. The product is: [CH3:14][C@H:9]1[C:8](=[O:15])[O:7][CH2:6][C@@H:5]([C:16]2[CH:21]=[CH:20][CH:19]=[CH:18][CH:17]=2)[NH:4][C:3](=[O:22])[C@H:2]([NH:1][C:30](=[O:32])[CH3:31])[CH2:13][CH:12]=[CH:11][CH2:10]1.